Dataset: Catalyst prediction with 721,799 reactions and 888 catalyst types from USPTO. Task: Predict which catalyst facilitates the given reaction. (1) Reactant: [F:1][C:2]1[CH:7]=[C:6]([N:8]2[CH:12]=[C:11]([CH3:13])[N:10]=[CH:9]2)[C:5]([F:14])=[CH:4][C:3]=1[C@@H:15]([NH:17][S@@](C(C)(C)C)=O)[CH3:16].Cl. Product: [F:1][C:2]1[CH:7]=[C:6]([N:8]2[CH:12]=[C:11]([CH3:13])[N:10]=[CH:9]2)[C:5]([F:14])=[CH:4][C:3]=1[C@@H:15]([NH2:17])[CH3:16]. The catalyst class is: 5. (2) Reactant: Br[C:2]1[CH:3]=[C:4]([CH:21]=[CH:22][CH:23]=1)[O:5][C:6]1[CH:20]=[CH:19][C:9]2[N:10]3[CH2:18][CH2:17][CH2:16][C:11]3=[N:12][S:13](=[O:15])(=[O:14])[C:8]=2[CH:7]=1.[O:24]1[CH:28]=[CH:27][C:26](B(O)O)=[CH:25]1.C([O-])([O-])=O.[K+].[K+]. Product: [O:24]1[CH:28]=[CH:27][C:26]([C:2]2[CH:3]=[C:4]([CH:21]=[CH:22][CH:23]=2)[O:5][C:6]2[CH:20]=[CH:19][C:9]3[N:10]4[CH2:18][CH2:17][CH2:16][C:11]4=[N:12][S:13](=[O:15])(=[O:14])[C:8]=3[CH:7]=2)=[CH:25]1. The catalyst class is: 40.